Dataset: Forward reaction prediction with 1.9M reactions from USPTO patents (1976-2016). Task: Predict the product of the given reaction. (1) The product is: [O:12]=[C:6]([C:16]1[CH:17]=[CH:18][C:13]([CH3:19])=[CH:14][CH:15]=1)[C:7]([O:9][CH2:10][CH3:11])=[O:8]. Given the reactants [Cl-].[Cl-].[Cl-].[Al+3].Cl[C:6](=[O:12])[C:7]([O:9][CH2:10][CH3:11])=[O:8].[C:13]1([CH3:19])[CH:18]=[CH:17][CH:16]=[CH:15][CH:14]=1.Cl, predict the reaction product. (2) Given the reactants [C@@H:1]12[CH2:7][NH:6][C@@H:5]1[CH2:4][N:3]([C:8]1[CH:20]=[CH:19][C:18]3[C:17]4[C:12](=[CH:13][CH:14]=[CH:15][CH:16]=4)[C:11](=[O:21])[C:10]=3[CH:9]=1)[CH2:2]2.C=O.[BH-](OC(C)=O)(OC(C)=O)O[C:26](C)=O.[Na+], predict the reaction product. The product is: [CH3:26][N:6]1[CH2:7][C@@H:1]2[C@H:5]1[CH2:4][N:3]([C:8]1[CH:20]=[CH:19][C:18]3[C:17]4[C:12](=[CH:13][CH:14]=[CH:15][CH:16]=4)[C:11](=[O:21])[C:10]=3[CH:9]=1)[CH2:2]2. (3) Given the reactants Cl.[Cl:2][C:3]1[CH:31]=[CH:30][C:6]([CH2:7][CH2:8][N:9]2[CH2:14][CH2:13][N:12]([C:15]3[CH:20]=[CH:19][C:18]4[C:21]5[CH2:22][NH:23][CH2:24][CH2:25][CH2:26][C:27]=5[O:28][C:17]=4[CH:16]=3)[C:11](=[O:29])[CH2:10]2)=[CH:5][CH:4]=1.C=O.[C:34](O[BH-](OC(=O)C)OC(=O)C)(=O)C.[Na+], predict the reaction product. The product is: [Cl:2][C:3]1[CH:31]=[CH:30][C:6]([CH2:7][CH2:8][N:9]2[CH2:14][CH2:13][N:12]([C:15]3[CH:20]=[CH:19][C:18]4[C:21]5[CH2:22][N:23]([CH3:34])[CH2:24][CH2:25][CH2:26][C:27]=5[O:28][C:17]=4[CH:16]=3)[C:11](=[O:29])[CH2:10]2)=[CH:5][CH:4]=1.